The task is: Predict the product of the given reaction.. This data is from Forward reaction prediction with 1.9M reactions from USPTO patents (1976-2016). (1) Given the reactants [CH3:1][N:2]1[CH2:7][CH2:6][C:5](=[N:8][NH:9][C:10]([O:12][C:13]([CH3:16])([CH3:15])[CH3:14])=[O:11])[CH2:4][CH2:3]1.CC(C[AlH]CC(C)C)C.CO.O, predict the reaction product. The product is: [CH3:1][N:2]1[CH2:3][CH2:4][CH:5]([NH:8][NH:9][C:10]([O:12][C:13]([CH3:16])([CH3:15])[CH3:14])=[O:11])[CH2:6][CH2:7]1. (2) Given the reactants C1(N2CC(F)(F)C(=O)N(C)C3C=NC(NC4C=CC(C(O)=O)=C(F)C=4F)=NC2=3)CCCC1.[CH:33]1([N:38]2[CH2:44][C:43]([F:46])([F:45])[C:42](=[O:47])[NH:41][C:40]3[CH:48]=[N:49][C:50]([NH:52][C:53]4[CH:68]=[CH:67][C:56]([C:57]([NH:59][CH:60]5CCN(C)CC5)=[O:58])=[C:55]([F:69])[C:54]=4[F:70])=[N:51][C:39]2=3)[CH2:37][CH2:36][CH2:35][CH2:34]1.F[P-](F)(F)(F)(F)F.CN(C(N(C)C)=[N+]1C2C(=NC=CC=2)[N+]([O-])=N1)C.C(N(C(C)C)CC)(C)C.Cl.CN, predict the reaction product. The product is: [CH:33]1([N:38]2[CH2:44][C:43]([F:46])([F:45])[C:42](=[O:47])[NH:41][C:40]3[CH:48]=[N:49][C:50]([NH:52][C:53]4[CH:68]=[CH:67][C:56]([C:57]([NH:59][CH3:60])=[O:58])=[C:55]([F:69])[C:54]=4[F:70])=[N:51][C:39]2=3)[CH2:34][CH2:35][CH2:36][CH2:37]1.